Task: Predict the reaction yield, written as a fraction of the theoretical maximum amount of product (1.0 means a 100% yield; for example, 0.34 means a 34% yield).. Dataset: Reaction yield outcomes from USPTO patents with 853,638 reactions The reactants are C(OC([N:8]1[CH2:13][CH2:12][CH:11]([C:14]2[C:18]3[CH:19]=[CH:20][CH:21]=[C:22]([O:23][CH3:24])[C:17]=3[O:16][N:15]=2)[CH2:10][CH2:9]1)=O)(C)(C)C.[ClH:25].CO. The catalyst is CCOCC. The product is [ClH:25].[CH3:24][O:23][C:22]1[C:17]2[O:16][N:15]=[C:14]([CH:11]3[CH2:12][CH2:13][NH:8][CH2:9][CH2:10]3)[C:18]=2[CH:19]=[CH:20][CH:21]=1. The yield is 0.980.